From a dataset of Drug-target binding data from BindingDB using IC50 measurements. Regression. Given a target protein amino acid sequence and a drug SMILES string, predict the binding affinity score between them. We predict pIC50 (pIC50 = -log10(IC50 in M); higher means more potent). Dataset: bindingdb_ic50. (1) The small molecule is O=C(O[C@@H]1Cc2c(O)cc(O)cc2O[C@@H]1c1ccc(O)c(O)c1)c1cc(O)c(O)c(O)c1. The target protein (P12276) has sequence MEDVVIAGIAGKLPESENLQEFWENLLNGVDMVTEDDRRWKPGIYGLPKRNGKLKDIKKFDASFFGVHPKQAHTMDPQLRLLLEVSYEAILDGGINPTALRGTDTGVWVGASGSEALEALSQDPEELLGYSMTGCQRAMLANRISYFYDFTGPSLTIDTACSSSLMALENAYKAIRHGQCSAALVGGVNILLKPNTSVQFMKLGMLSPDGACKAFDVSGNGYCRSEAVVVVLLTKKSMAKRVYATIVNAGSNTDGFKEQGVTFPSGEMQQQLVGSLYRECGIKPGDVEYVEAHGTGTKVGDPQEVNGIVNVFCQCEREPLLIGSTKSNMGHPEPASGLAALAKVILSLEHGLWAPNLHFNDPNPDIPALHDGSLKVVCKPTPVKGGLVSINSFGFGGSNAHVILRPNEKKCQPQETCNLPRLVQVCGRTQEAVEILIEESRKHGGCSPFLSLLSDISAVPVSSMPYRGYTLVGTESDITEIQQVQASGRPLWYICSGMGT.... The pIC50 is 4.2. (2) The compound is COc1cc(C2CCNCC2)ccc1Nc1ncc(C(F)(F)F)c(CCc2ccccc2CC(N)=O)n1. The target protein sequence is DPGEVPLEEQCEYLSYDASQWEFPRERLHLGRVLGYGAFGKVVEASAFGIHKGSSCDTVAVKMLKEGATASEHRALMSELKILIHIGNHLNVVNLLGACTKPQGPLMVIVEFCKYGNLSNFLRAKRDAFSPSPLTMEDLVCYSFQVARGMEFLASRKCIHRDLAARNILLSESDVVKICDFGLARDIYKDPDYVRKGSARLPLKWMAPESIFDKVYTTQSDVWSFGVLLWEIFSLGASPYPGVQINEEFCQRLRDGTRMRAPELATPAIRRIMLNCWSGDPKARPAFSELVEILGDLLQGRG. The pIC50 is 5.4. (3) The drug is Cc1c2cc(O)c(=O)cc-2oc2cc(O)c(O)cc12. The target protein (P9WH09) has sequence MAGRSERLVITGAGGQLGSHLTAQAAREGRDMLALTSSQWDITDPAAAERIIRHGDVVINCAAYTDVDGAESNEAVAYAVNATGPQHLARACARVGARLIHVSTDYVFDGDFGGAEPRPYEPTDETAPQGVYARSKLAGEQAVLAAFPEAAVVRTAWVYTGGTGKDFVAVMRRLAAGHGRVDVVDDQTGSPTYVADLAEALLALADAGVRGRVLHAANEGVVSRFGQARAVFEECGADPQRVRPVSSAQFPRPAPRSSYSALSSRQWALAGLTPLRHWRSALATALAAPANSTSIDRRLPSTRD. The pIC50 is 4.8.